Predict which catalyst facilitates the given reaction. From a dataset of Catalyst prediction with 721,799 reactions and 888 catalyst types from USPTO. (1) Reactant: [C:1]([O:5][C:6]([NH:8][CH:9]([CH2:15][CH2:16][CH2:17][CH3:18])[C@H:10]([OH:14])[C:11]([OH:13])=O)=[O:7])([CH3:4])([CH3:3])[CH3:2].[C:19]1([C@@H:25]([NH2:27])[CH3:26])[CH:24]=[CH:23][CH:22]=[CH:21][CH:20]=1.C(N(CC)C(C)C)(C)C.CN(C(ON1N=NC2C=CC=NC1=2)=[N+](C)C)C.F[P-](F)(F)(F)(F)F. The catalyst class is: 3. Product: [C:1]([O:5][C:6](=[O:7])[NH:8][C@H:9]([CH:10]([OH:14])[C:11](=[O:13])[NH:27][C@H:25]([C:19]1[CH:24]=[CH:23][CH:22]=[CH:21][CH:20]=1)[CH3:26])[CH2:15][CH2:16][CH2:17][CH3:18])([CH3:2])([CH3:3])[CH3:4]. (2) Reactant: [OH:1][C:2]1[CH:3]=[C:4]([CH:9]=[C:10]([OH:12])[CH:11]=1)[C:5]([O:7][CH3:8])=[O:6].C(=O)([O-])[O-].[K+].[K+].Br[CH:20]1[CH2:24][CH2:23][N:22]([CH3:25])[C:21]1=[O:26]. Product: [OH:1][C:2]1[CH:3]=[C:4]([CH:9]=[C:10]([O:12][CH:20]2[CH2:24][CH2:23][N:22]([CH3:25])[C:21]2=[O:26])[CH:11]=1)[C:5]([O:7][CH3:8])=[O:6]. The catalyst class is: 3. (3) Reactant: C([O:3][C:4](=[O:39])[C@@H:5]([NH:15][C@H:16]([C:31](=[O:38])[NH:32][C:33]1[NH:37][N:36]=[N:35][N:34]=1)[CH2:17][C:18]1[CH:23]=[CH:22][C:21]([C:24]2[CH:29]=[CH:28][CH:27]=[C:26]([Cl:30])[CH:25]=2)=[CH:20][CH:19]=1)[CH2:6][O:7]CC1C=CC=CC=1)C. Product: [Cl:30][C:26]1[CH:25]=[C:24]([C:21]2[CH:20]=[CH:19][C:18]([CH2:17][C@H:16]([NH:15][C@@H:5]([CH2:6][OH:7])[C:4]([OH:39])=[O:3])[C:31](=[O:38])[NH:32][C:33]3[NH:37][N:36]=[N:35][N:34]=3)=[CH:23][CH:22]=2)[CH:29]=[CH:28][CH:27]=1. The catalyst class is: 591. (4) Reactant: [CH:1]1[CH:2]=[CH:3][C:4]2[S:9][N:8]=[C:7]([N:10]3[CH2:15][CH2:14][N:13]([CH2:16][CH2:17][C:18]4[CH:19]=[C:20]5[CH2:28][C:26](=[O:27])[NH:25][C:21]5=[CH:22][C:23]=4[Cl:24])[CH2:12][CH2:11]3)[C:5]=2[CH:6]=1.C(O)(=O)C.[ClH:33].O. Product: [CH:1]1[CH:2]=[CH:3][C:4]2[S:9][N:8]=[C:7]([N:10]3[CH2:11][CH2:12][N:13]([CH2:16][CH2:17][C:18]4[CH:19]=[C:20]5[CH2:28][C:26](=[O:27])[NH:25][C:21]5=[CH:22][C:23]=4[Cl:24])[CH2:14][CH2:15]3)[C:5]=2[CH:6]=1.[ClH:33]. The catalyst class is: 32. (5) Reactant: [NH2:1][C:2]1[C:3]2[CH:14]=[CH:13][CH:12]=[CH:11][C:4]=2[S:5][C:6]=1C(OC)=O.N1CCNCC1. Product: [NH2:1][C:2]1[C:3]2[CH:14]=[CH:13][CH:12]=[CH:11][C:4]=2[S:5][CH:6]=1. The catalyst class is: 60. (6) Reactant: [CH:1]1([CH2:7][CH2:8][CH2:9][CH2:10][CH2:11][C:12]([O:14]CC)=[O:13])[CH2:6][CH2:5][CH2:4][CH2:3][CH2:2]1.C1COCC1.CO.O.[Li+].[OH-].OS(O)(=O)=O. Product: [CH:1]1([CH2:7][CH2:8][CH2:9][CH2:10][CH2:11][C:12]([OH:14])=[O:13])[CH2:6][CH2:5][CH2:4][CH2:3][CH2:2]1. The catalyst class is: 6.